This data is from Peptide-MHC class II binding affinity with 134,281 pairs from IEDB. The task is: Regression. Given a peptide amino acid sequence and an MHC pseudo amino acid sequence, predict their binding affinity value. This is MHC class II binding data. (1) The peptide sequence is GSFIIDGKSRKECPF. The MHC is DRB1_1301 with pseudo-sequence DRB1_1301. The binding affinity (normalized) is 0.686. (2) The peptide sequence is SGVLLNHFGLVEARY. The MHC is DRB1_1302 with pseudo-sequence DRB1_1302. The binding affinity (normalized) is 0.838. (3) The peptide sequence is PKFENIAEGLR. The MHC is HLA-DPA10201-DPB10101 with pseudo-sequence HLA-DPA10201-DPB10101. The binding affinity (normalized) is 0.367. (4) The binding affinity (normalized) is 0. The peptide sequence is TWYGKPTGAGPKDNG. The MHC is HLA-DQA10101-DQB10501 with pseudo-sequence HLA-DQA10101-DQB10501. (5) The peptide sequence is EKKYFAATQFTPLAA. The MHC is HLA-DQA10501-DQB10301 with pseudo-sequence HLA-DQA10501-DQB10301. The binding affinity (normalized) is 0.253. (6) The peptide sequence is ALIAAFSIRPGLLIG. The MHC is HLA-DQA10102-DQB10501 with pseudo-sequence HLA-DQA10102-DQB10501. The binding affinity (normalized) is 0.834.